Regression/Classification. Given a drug SMILES string, predict its absorption, distribution, metabolism, or excretion properties. Task type varies by dataset: regression for continuous measurements (e.g., permeability, clearance, half-life) or binary classification for categorical outcomes (e.g., BBB penetration, CYP inhibition). Dataset: cyp2c9_veith. From a dataset of CYP2C9 inhibition data for predicting drug metabolism from PubChem BioAssay. The molecule is CCCc1cc2c(n1Cc1cc(F)cc(F)c1)C(C)C1CN(C(=O)c3ccccc3)C(C)(C(=O)OC)C21. The result is 1 (inhibitor).